The task is: Predict hERG channel inhibition at various concentrations.. This data is from hERG Central: cardiac toxicity at 1µM, 10µM, and general inhibition. (1) The compound is N#Cc1ccc(Oc2cccc3cccnc23)c([N+](=O)[O-])c1. Results: hERG_inhib (hERG inhibition (general)): blocker. (2) The drug is Cc1ncc2c(c1OC(=O)c1ccc([N+](=O)[O-])cc1)COC(C)(C)OC2. Results: hERG_inhib (hERG inhibition (general)): blocker. (3) The compound is CCOc1cccc(-c2nn3c(-c4cc(C)[nH]n4)nnc3s2)c1. Results: hERG_inhib (hERG inhibition (general)): blocker. (4) The molecule is O=c1ccc(-c2nc3ccccc3n2Cc2ccc(Cl)cc2)c[nH]1. Results: hERG_inhib (hERG inhibition (general)): blocker. (5) The molecule is CSc1ccc(CN2CCC(n3nccc3NC(=O)CCCc3ccccc3)CC2)cc1. Results: hERG_inhib (hERG inhibition (general)): blocker. (6) Results: hERG_inhib (hERG inhibition (general)): blocker. The compound is O=C1C=C(NCc2ccncc2)CC(c2ccccc2)C1. (7) The drug is CCOC(=O)N1CCC(n2c(SCC(=O)NCCC3=CCCCC3)nc3ccccc3c2=O)CC1. Results: hERG_inhib (hERG inhibition (general)): blocker.